This data is from Full USPTO retrosynthesis dataset with 1.9M reactions from patents (1976-2016). The task is: Predict the reactants needed to synthesize the given product. The reactants are: [O:1]=[C:2]1[N:6]2[CH2:7][CH2:8][N:9]([C:11]([NH:13][CH2:14][NH:15][C:16]([N:18]=[N+]=[N-])=[O:17])=[O:12])[CH2:10][CH:5]2[C:4]([C:27]2[CH:32]=[CH:31][CH:30]=[CH:29][CH:28]=2)([C:21]2[CH:26]=[CH:25][CH:24]=[CH:23][CH:22]=2)[O:3]1.[BH4-].[Na+].O. Given the product [NH2:18][C:16]([NH:15][CH2:14][NH:13][C:11]([N:9]1[CH2:8][CH2:7][N:6]2[C:2](=[O:1])[O:3][C:4]([C:27]3[CH:32]=[CH:31][CH:30]=[CH:29][CH:28]=3)([C:21]3[CH:26]=[CH:25][CH:24]=[CH:23][CH:22]=3)[CH:5]2[CH2:10]1)=[O:12])=[O:17], predict the reactants needed to synthesize it.